From a dataset of Full USPTO retrosynthesis dataset with 1.9M reactions from patents (1976-2016). Predict the reactants needed to synthesize the given product. (1) Given the product [Cl:21][C:19]1[CH:18]=[CH:17][CH:16]=[C:15]2[C:20]=1[C:12]([C:10]([NH:9][CH2:8][CH:5]1[CH2:6][CH2:7][C:2]([F:1])([F:22])[CH2:3][CH2:4]1)=[O:11])=[CH:13][N:14]2[CH:24]1[CH2:37][C:26]2([CH2:29][NH:28][CH2:27]2)[CH2:25]1, predict the reactants needed to synthesize it. The reactants are: [F:1][C:2]1([F:22])[CH2:7][CH2:6][CH:5]([CH2:8][NH:9][C:10]([C:12]2[C:20]3[C:15](=[CH:16][CH:17]=[CH:18][C:19]=3[Cl:21])[NH:14][CH:13]=2)=[O:11])[CH2:4][CH2:3]1.O[CH:24]1[CH2:37][C:26]2([CH2:29][N:28](C(OC(C)(C)C)=O)[CH2:27]2)[CH2:25]1.C(P(=CC#N)(CCCC)CCCC)CCC. (2) Given the product [CH2:30]([O:1][C:2]1[CH:3]=[CH:4][CH:5]=[C:6]2[C:11]=1[O:10][CH2:9][C:8]([C:12]([N:14]1[CH2:19][CH2:18][O:17][CH2:16][CH2:15]1)=[O:13])=[CH:7]2)[C@H:31]1[O:33][CH2:32]1, predict the reactants needed to synthesize it. The reactants are: [OH:1][C:2]1[CH:3]=[CH:4][CH:5]=[C:6]2[C:11]=1[O:10][CH2:9][C:8]([C:12]([N:14]1[CH2:19][CH2:18][O:17][CH2:16][CH2:15]1)=[O:13])=[CH:7]2.C(=O)([O-])[O-].[K+].[K+].S(C1C=CC([N+]([O-])=O)=CC=1)(O[CH2:30][C@H:31]1[O:33][CH2:32]1)(=O)=O.